This data is from Reaction yield outcomes from USPTO patents with 853,638 reactions. The task is: Predict the reaction yield, written as a fraction of the theoretical maximum amount of product (1.0 means a 100% yield; for example, 0.34 means a 34% yield). (1) The reactants are ClC1C=C(I)C(Cl)=CN=1.N[C:11]1[CH:18]=[C:17]([F:19])[CH:16]=[CH:15][C:12]=1C#N.[O-]P(OP(OP([O-])([O-])=O)([O-])=O)(=O)[O-].[K+].[K+].[K+].[K+].[K+].C1C=CC(P(C2C(OC3C(P(C4C=CC=CC=4)C4C=CC=CC=4)=CC=CC=3)=CC=CC=2)C2C=CC=CC=2)=CC=1.CC1C=C(N)N(C(C)C)N=1.[C:87](=[O:90])([O-])[O-:88].[Cs+].[Cs+].[OH-].[Na+]. The catalyst is O1CCOCC1.C([O-])(=O)C.[Pd+2].C([O-])(=O)C.C(OCC)(=O)C. The product is [F:19][C:17]1[CH:18]=[CH:11][C:12]([C:87]([OH:88])=[O:90])=[CH:15][CH:16]=1. The yield is 0.339. (2) The reactants are [OH:1][C@@H:2]1[CH2:7][CH2:6][C@H:5]([N:8]2[C:13](=[O:14])[C:12]([CH2:15][C:16]3[CH:21]=[CH:20][C:19]([C:22]4[C:23]([C:28]#[N:29])=[CH:24][CH:25]=[CH:26][CH:27]=4)=[CH:18][CH:17]=3)=[C:11]([CH2:30][CH2:31][CH3:32])[N:10]3[N:33]=[CH:34][N:35]=[C:9]23)[CH2:4][CH2:3]1.[Br:36][C:37]1[CH:42]=[CH:41][C:40](O)=[CH:39][CH:38]=1.C1(P(C2C=CC=CC=2)C2C=CC=CC=2)C=CC=CC=1.N(C(OC(C)C)=O)=NC(OC(C)C)=O.Cl. The catalyst is O1CCCC1. The product is [Br:36][C:37]1[CH:42]=[CH:41][C:40]([O:1][C@H:2]2[CH2:7][CH2:6][C@H:5]([N:8]3[C:13](=[O:14])[C:12]([CH2:15][C:16]4[CH:21]=[CH:20][C:19]([C:22]5[C:23]([C:28]#[N:29])=[CH:24][CH:25]=[CH:26][CH:27]=5)=[CH:18][CH:17]=4)=[C:11]([CH2:30][CH2:31][CH3:32])[N:10]4[N:33]=[CH:34][N:35]=[C:9]34)[CH2:4][CH2:3]2)=[CH:39][CH:38]=1. The yield is 0.400. (3) The reactants are [CH3:1][C:2]1([CH3:10])[O:6][CH:5]([CH:7](O)[CH3:8])[CH2:4][O:3]1.C1(P(C2C=CC=CC=2)C2C=CC=CC=2)C=CC=CC=1.[OH:30][N:31]1[C:35](=[O:36])[C:34]2=[CH:37][CH:38]=[CH:39][CH:40]=[C:33]2[C:32]1=[O:41].CCOC(/N=N/C(OCC)=O)=O. The catalyst is O1CCCC1. The product is [CH3:10][C:2]1([CH3:1])[O:6][CH:5]([CH2:7][CH2:8][O:30][N:31]2[C:35](=[O:36])[C:34]3[C:33](=[CH:40][CH:39]=[CH:38][CH:37]=3)[C:32]2=[O:41])[CH2:4][O:3]1. The yield is 0.587. (4) The reactants are C([O:3][C:4]([C:6]1[CH:7]=[C:8]2[C:13](=[CH:14][CH:15]=1)[NH:12][CH:11]([C:16]1[CH:21]=[CH:20][CH:19]=[C:18]([NH:22][C:23]([N:25]3[CH2:30][CH2:29][O:28][CH2:27][CH2:26]3)=[O:24])[CH:17]=1)[C:10]([CH3:32])([CH3:31])[CH2:9]2)=[O:5])C.Cl. The catalyst is CO.O1CCCC1.[OH-].[Na+].O. The product is [CH3:31][C:10]1([CH3:32])[CH2:9][C:8]2[C:13](=[CH:14][CH:15]=[C:6]([C:4]([OH:5])=[O:3])[CH:7]=2)[NH:12][CH:11]1[C:16]1[CH:21]=[CH:20][CH:19]=[C:18]([NH:22][C:23]([N:25]2[CH2:26][CH2:27][O:28][CH2:29][CH2:30]2)=[O:24])[CH:17]=1. The yield is 0.220.